This data is from Peptide-MHC class II binding affinity with 134,281 pairs from IEDB. The task is: Regression. Given a peptide amino acid sequence and an MHC pseudo amino acid sequence, predict their binding affinity value. This is MHC class II binding data. (1) The peptide sequence is AAVLFAATAAAAAAV. The MHC is DRB1_1302 with pseudo-sequence DRB1_1302. The binding affinity (normalized) is 0.370. (2) The peptide sequence is CAKFTCAKSMSLFEVKK. The MHC is HLA-DQA10501-DQB10302 with pseudo-sequence HLA-DQA10501-DQB10302. The binding affinity (normalized) is 0.524. (3) The peptide sequence is PSVIPAARLFKAFIL. The MHC is DRB1_1201 with pseudo-sequence DRB1_1201. The binding affinity (normalized) is 0.379. (4) The peptide sequence is KTLILLETFVRVNPE. The MHC is DRB1_0802 with pseudo-sequence DRB1_0802. The binding affinity (normalized) is 0.175.